From a dataset of hERG potassium channel inhibition data for cardiac toxicity prediction from Karim et al.. Regression/Classification. Given a drug SMILES string, predict its toxicity properties. Task type varies by dataset: regression for continuous values (e.g., LD50, hERG inhibition percentage) or binary classification for toxic/non-toxic outcomes (e.g., AMES mutagenicity, cardiotoxicity, hepatotoxicity). Dataset: herg_karim. (1) The compound is CS(=O)(=O)NCC1CC2(c3ccc(F)cc3)NC1CCC2NCc1cc(OC(F)(F)F)ccc1OC1CC1. The result is 1 (blocker). (2) The molecule is O=c1c2ccncc2c(Cc2ccc(Cl)cc2)nn1C[C@H]1CCCN1CCCCc1ccc(OCCCN2CCCCCC2)cc1. The result is 1 (blocker). (3) The molecule is Cc1nnc(-c2cccc(CN3CCN(C(=O)c4ccc(C[C@@H]5CC[C@H]([C@H](O)c6ccccc6)N5)cc4)CC3)n2)o1. The result is 0 (non-blocker). (4) The compound is C[C@@H](Oc1cccc2ncnc(Nc3ccc(OCc4ccccn4)c(Cl)c3)c12)C(=O)N(C)C. The result is 0 (non-blocker). (5) The drug is COc1cc(Cc2cnc(N)nc2N)cc(OC)c1OC. The result is 0 (non-blocker). (6) The drug is CN1C(=O)N(c2cc(Cl)cc(Cl)c2)C(=O)[C@]12CN(Cc1cc(C(=O)O)cs1)C[C@H]2c1ccc(C#N)cc1. The result is 1 (blocker). (7) The molecule is CCN1CCN(c2ccc(C(C)(C)NC(=O)c3cc4[nH]c5ccccc5c(=O)c4cc3F)cn2)CC1. The result is 0 (non-blocker). (8) The drug is NC1(C(=O)NC(CCCN2CCCC2)c2ccc(Cl)cc2)CCCN(c2ncnc3[nH]ccc23)C1. The result is 0 (non-blocker). (9) The drug is COc1ccc(C2=CCN(CCNCc3cc(C(C)C)no3)CC2)cc1. The result is 1 (blocker). (10) The drug is CNc1nc(NCCCN(C)C)c2sc(-c3ccc(N4CCOCC4)cc3)cc2n1. The result is 1 (blocker).